Dataset: Peptide-MHC class II binding affinity with 134,281 pairs from IEDB. Task: Regression. Given a peptide amino acid sequence and an MHC pseudo amino acid sequence, predict their binding affinity value. This is MHC class II binding data. (1) The peptide sequence is EVYTQLCDHRLMSAA. The MHC is DRB3_0101 with pseudo-sequence DRB3_0101. The binding affinity (normalized) is 0.626. (2) The MHC is HLA-DQA10401-DQB10402 with pseudo-sequence HLA-DQA10401-DQB10402. The binding affinity (normalized) is 0.434. The peptide sequence is EKRYFAATQFEPLAA. (3) The peptide sequence is TSLSVSLVLVGVVTL. The MHC is DRB1_0701 with pseudo-sequence DRB1_0701. The binding affinity (normalized) is 0.543. (4) The peptide sequence is TFHVEKGSNPNYLAL. The MHC is DRB1_1101 with pseudo-sequence DRB1_1101. The binding affinity (normalized) is 0.158. (5) The peptide sequence is EKDVTDITVKNCVLK. The MHC is DRB1_1302 with pseudo-sequence DRB1_1302. The binding affinity (normalized) is 0.379. (6) The peptide sequence is VTLRIRNVRFSDEGG. The MHC is DRB1_1501 with pseudo-sequence DRB1_1501. The binding affinity (normalized) is 0.407.